This data is from TCR-epitope binding with 47,182 pairs between 192 epitopes and 23,139 TCRs. The task is: Binary Classification. Given a T-cell receptor sequence (or CDR3 region) and an epitope sequence, predict whether binding occurs between them. (1) The epitope is HTTDPSFLGRY. The TCR CDR3 sequence is CASSYYGASTDTQYF. Result: 1 (the TCR binds to the epitope). (2) The epitope is AYAQKIFKI. The TCR CDR3 sequence is CSARDSAASGGTDTQYF. Result: 0 (the TCR does not bind to the epitope). (3) The epitope is GVAMPNLYK. The TCR CDR3 sequence is CSVVPSGRNTGELFF. Result: 0 (the TCR does not bind to the epitope). (4) The epitope is LPPAYTNSF. The TCR CDR3 sequence is CAISESMTDWGETQYF. Result: 1 (the TCR binds to the epitope). (5) The epitope is SEETGTLIV. The TCR CDR3 sequence is CASSYDFQPQHF. Result: 1 (the TCR binds to the epitope). (6) The epitope is HLVDFQVTI. The TCR CDR3 sequence is CASSQQRAVGTDTQYF. Result: 0 (the TCR does not bind to the epitope).